This data is from Full USPTO retrosynthesis dataset with 1.9M reactions from patents (1976-2016). The task is: Predict the reactants needed to synthesize the given product. (1) Given the product [C:12]([O:16][C:17](=[O:18])[NH:19][C@@H:23]([CH3:22])[CH2:24][N:8]1[C:9]2[C:5](=[CH:4][C:3]([C:1]#[N:2])=[CH:11][CH:10]=2)[CH:6]=[CH:7]1)([CH3:15])([CH3:14])[CH3:13], predict the reactants needed to synthesize it. The reactants are: [C:1]([C:3]1[CH:4]=[C:5]2[C:9](=[CH:10][CH:11]=1)[NH:8][CH:7]=[CH:6]2)#[N:2].[C:12]([O:16][C:17]([N:19]1[C@@H:23]([CH3:24])[CH2:22]OS1(=O)=O)=[O:18])([CH3:15])([CH3:14])[CH3:13]. (2) Given the product [Br:1][C:2]1[CH:7]=[CH:6][N:5]=[C:4]([C@H:8]2[CH2:12][CH2:11][C@:10]3([CH2:16][CH2:15][N:14]([CH3:17])[C:13]3=[O:18])[N:9]2[C:22]([O:24][C:25]([CH3:28])([CH3:27])[CH3:26])=[O:21])[C:3]=1[CH3:19], predict the reactants needed to synthesize it. The reactants are: [Br:1][C:2]1[CH:7]=[CH:6][N:5]=[C:4]([CH:8]2[CH2:12][CH2:11][C@:10]3([CH2:16][CH2:15][N:14]([CH3:17])[C:13]3=[O:18])[NH:9]2)[C:3]=1[CH3:19].C(=O)(OC(C)(C)C)[O:21][C:22]([O:24][C:25]([CH3:28])([CH3:27])[CH3:26])=O. (3) Given the product [NH2:3][C:4]1[CH:9]=[C:8]([C:10]([F:13])([F:12])[CH3:11])[N:7]=[C:6]([C:14]([OH:16])=[O:15])[C:5]=1[Cl:18], predict the reactants needed to synthesize it. The reactants are: [OH-].[Li+].[NH2:3][C:4]1[CH:9]=[C:8]([C:10]([F:13])([F:12])[CH3:11])[N:7]=[C:6]([C:14]([O:16]C)=[O:15])[C:5]=1[Cl:18]. (4) Given the product [Br:1][C:2]1[C:8]([F:9])=[CH:7][CH:6]=[CH:5][C:3]=1[NH:4][C:10](=[O:14])[CH2:11][CH2:12][CH3:13], predict the reactants needed to synthesize it. The reactants are: [Br:1][C:2]1[C:8]([F:9])=[CH:7][CH:6]=[CH:5][C:3]=1[NH2:4].[C:10](Cl)(=[O:14])[CH2:11][CH2:12][CH3:13].N1C=CC=CC=1.O. (5) Given the product [CH3:9][O:8][C:6](=[O:7])[C:5]1[CH:10]=[CH:11][CH:12]=[C:3]([C@@H:1]([N:28]2[CH2:27][C@@H:26]([CH3:32])[N:25]([CH2:22][CH:23]=[CH2:24])[CH2:30][C@@H:29]2[CH3:31])[N:13]2[C:17]3[CH:18]=[CH:19][CH:20]=[CH:21][C:16]=3[N:15]=[N:14]2)[CH:4]=1, predict the reactants needed to synthesize it. The reactants are: [CH:1]([C:3]1[CH:4]=[C:5]([CH:10]=[CH:11][CH:12]=1)[C:6]([O:8][CH3:9])=[O:7])=O.[NH:13]1[C:17]2[CH:18]=[CH:19][CH:20]=[CH:21][C:16]=2[N:15]=[N:14]1.[CH2:22]([N:25]1[CH2:30][C@@H:29]([CH3:31])[NH:28][CH2:27][C@@H:26]1[CH3:32])[CH:23]=[CH2:24].C1(C)C=CC=CC=1. (6) The reactants are: C([SnH](CCCC)CCCC)CCC.I[CH2:15][CH2:16][OH:17].[C:18]([O:42][CH:43]1[CH2:48][C:47]([CH3:50])([CH3:49])[N:46]([OH:51])[C:45]([CH3:53])([CH3:52])[CH2:44]1)(=[O:41])[CH2:19][CH2:20][CH2:21][CH2:22][CH2:23][CH2:24][CH2:25][CH2:26][C:27]([O:29][CH:30]1[CH2:35][C:34]([CH3:37])([CH3:36])[N:33]([OH:38])[C:32]([CH3:40])([CH3:39])[CH2:31]1)=[O:28].CCCCCCC.CCCCCCC.[C:68](OCC)(=[O:70])[CH3:69]. Given the product [OH:17][CH2:16][CH2:15][O:38][N:33]1[C:32]([CH3:39])([CH3:40])[CH2:31][CH:30]([O:29][C:27](=[O:28])[CH2:26][CH2:25][CH2:24][CH2:23][CH2:22][CH2:21][CH2:20][CH2:19][C:18]([O:42][CH:43]2[CH2:44][C:45]([CH3:53])([CH3:52])[N:46]([O:51][CH2:69][CH2:68][OH:70])[C:47]([CH3:50])([CH3:49])[CH2:48]2)=[O:41])[CH2:35][C:34]1([CH3:36])[CH3:37], predict the reactants needed to synthesize it. (7) Given the product [F:1][C:2]1[CH:3]=[CH:4][C:5]([N:8]2[C:16]3[C:11](=[CH:12][C:13]([O:17][C:18]4[CH:23]=[CH:22][C:21]([OH:24])=[CH:20][CH:19]=4)=[CH:14][CH:15]=3)[CH:10]=[N:9]2)=[CH:6][CH:7]=1, predict the reactants needed to synthesize it. The reactants are: [F:1][C:2]1[CH:7]=[CH:6][C:5]([N:8]2[C:16]3[C:11](=[CH:12][C:13]([O:17][C:18]4[CH:23]=[CH:22][C:21]([O:24]C)=[CH:20][CH:19]=4)=[CH:14][CH:15]=3)[CH:10]=[N:9]2)=[CH:4][CH:3]=1.N[C@H](C(O)=O)CCSC.CS(O)(=O)=O.[OH-].[Na+].